From a dataset of Catalyst prediction with 721,799 reactions and 888 catalyst types from USPTO. Predict which catalyst facilitates the given reaction. (1) Reactant: [C:1]([C:5]1[CH:6]=[C:7]2[C:12](=[CH:13][CH:14]=1)[N:11]=[C:10](O)[CH:9]=[N:8]2)([CH3:4])([CH3:3])[CH3:2].P(Cl)(Cl)([Cl:18])=O.O. Product: [C:1]([C:5]1[CH:6]=[C:7]2[C:12](=[CH:13][CH:14]=1)[N:11]=[C:10]([Cl:18])[CH:9]=[N:8]2)([CH3:4])([CH3:3])[CH3:2]. The catalyst class is: 13. (2) Reactant: [CH2:1]([N:3]1[C:7]2=[N:8][C:9]([CH2:28][CH3:29])=[C:10]([CH2:19][NH:20][C:21](=[O:27])[CH2:22][CH2:23][C:24]([OH:26])=O)[C:11]([NH:12][CH:13]3[CH2:18][CH2:17][O:16][CH2:15][CH2:14]3)=[C:6]2[CH:5]=[N:4]1)[CH3:2].[Br:30][C:31]1[CH:32]=[C:33]([CH2:38][NH2:39])[CH:34]=[CH:35][C:36]=1[Cl:37].CN(C(ON1N=NC2C=CC=NC1=2)=[N+](C)C)C.F[P-](F)(F)(F)(F)F.C(N(CC)CC)C. Product: [Br:30][C:31]1[CH:32]=[C:33]([CH2:38][NH:39][C:24](=[O:26])[CH2:23][CH2:22][C:21]([NH:20][CH2:19][C:10]2[C:11]([NH:12][CH:13]3[CH2:14][CH2:15][O:16][CH2:17][CH2:18]3)=[C:6]3[CH:5]=[N:4][N:3]([CH2:1][CH3:2])[C:7]3=[N:8][C:9]=2[CH2:28][CH3:29])=[O:27])[CH:34]=[CH:35][C:36]=1[Cl:37]. The catalyst class is: 4. (3) Reactant: [NH2:1][C:2]1[CH:3]=[CH:4][CH:5]=[C:6]2[C:11]=1[CH2:10][CH:9]([OH:12])[CH2:8][CH2:7]2.N1C=CC=CC=1.Cl[C:20]([O:22][C:23]1[CH:28]=[CH:27][CH:26]=[CH:25][CH:24]=1)=[O:21]. Product: [OH:12][CH:9]1[CH2:10][C:11]2[C:2]([NH:1][C:20](=[O:21])[O:22][C:23]3[CH:28]=[CH:27][CH:26]=[CH:25][CH:24]=3)=[CH:3][CH:4]=[CH:5][C:6]=2[CH2:7][CH2:8]1. The catalyst class is: 6. (4) Reactant: C[O:2][C:3](=[O:13])[CH2:4][N:5]1[CH:9]=[C:8]([CH2:10][OH:11])[N:7]=[C:6]1[CH3:12].C(=O)([O-])[O-].[K+:18].[K+]. Product: [OH:11][CH2:10][C:8]1[N:7]=[C:6]([CH3:12])[N:5]([CH2:4][C:3]([O-:13])=[O:2])[CH:9]=1.[K+:18]. The catalyst class is: 5. (5) Reactant: [NH2:1][C:2]1[C:3]([C:12]([NH:14][C@H:15]([C:21]([O:23][CH3:24])=[O:22])[CH2:16][O:17][CH:18]([CH3:20])[CH3:19])=[O:13])=[CH:4][C:5]2[C:10]([CH:11]=1)=[CH:9][CH:8]=[CH:7][CH:6]=2.[N:25]([C:28]1[C:33]([CH3:34])=[CH:32][C:31]([CH3:35])=[CH:30][C:29]=1[CH3:36])=[C:26]=[O:27]. Product: [CH3:20][CH:18]([O:17][CH2:16][C@@H:15]([C:21]([O:23][CH3:24])=[O:22])[NH:14][C:12]([C:3]1[C:2]([NH:1][C:26]([NH:25][C:28]2[C:29]([CH3:36])=[CH:30][C:31]([CH3:35])=[CH:32][C:33]=2[CH3:34])=[O:27])=[CH:11][C:10]2[C:5](=[CH:6][CH:7]=[CH:8][CH:9]=2)[CH:4]=1)=[O:13])[CH3:19]. The catalyst class is: 17.